This data is from Catalyst prediction with 721,799 reactions and 888 catalyst types from USPTO. The task is: Predict which catalyst facilitates the given reaction. (1) Product: [NH2:24][C:20]1([NH:1][C:2]2[CH:3]=[CH:4][CH:5]=[C:6]3[C:10]=2[C:9](=[O:11])[N:8]([CH3:12])[CH2:7]3)[C:19]([Cl:23])=[CH:18][N:17]=[C:16]([Cl:15])[NH:21]1. Reactant: [NH2:1][C:2]1[CH:3]=[CH:4][CH:5]=[C:6]2[C:10]=1[C:9](=[O:11])[N:8]([CH3:12])[CH2:7]2.[H-].[Na+].[Cl:15][C:16]1[N:21]=[C:20](Cl)[C:19]([Cl:23])=[CH:18][N:17]=1.[NH4+:24].[Cl-]. The catalyst class is: 3. (2) Reactant: [Si:1]([O:8][CH2:9][CH:10]([N:12]1[C:20]2[CH:19]=[CH:18][N:17]=[CH:16][C:15]=2[C:14](I)=[CH:13]1)[CH3:11])([C:4]([CH3:7])([CH3:6])[CH3:5])([CH3:3])[CH3:2].C([Mg]Cl)(C)C.[Br:27][C:28]1[CH:29]=[N:30][CH:31]=[C:32]([CH:39]=1)[C:33](N(OC)C)=[O:34]. Product: [Br:27][C:28]1[CH:39]=[C:32]([C:33]([C:14]2[C:15]3[CH:16]=[N:17][CH:18]=[CH:19][C:20]=3[N:12]([C@@H:10]([CH3:11])[CH2:9][O:8][Si:1]([C:4]([CH3:7])([CH3:6])[CH3:5])([CH3:3])[CH3:2])[CH:13]=2)=[O:34])[CH:31]=[N:30][CH:29]=1. The catalyst class is: 1. (3) Reactant: [F:1][C:2]1[C:3]([NH:28][C@H:29]2[CH2:34][CH2:33][CH2:32][C@@H:31]([NH:35][C:36]([N:38]3[CH2:42][CH2:41][CH2:40][CH2:39]3)=[O:37])[CH2:30]2)=[N:4][C:5]([C:8]2[C:16]3[C:11](=[N:12][CH:13]=[C:14]([F:17])[CH:15]=3)[N:10](S(C3C=CC(C)=CC=3)(=O)=O)[CH:9]=2)=[N:6][CH:7]=1.ClC1C=C2C(C3N=C(NC[C@@H]4CCCN(C(=O)CCCC(OCC)=O)C4)C(F)=CN=3)=CNC2=NC=1.C[O-].[Na+].C([O-])(O)=O.[Na+]. Product: [F:1][C:2]1[C:3]([NH:28][C@H:29]2[CH2:34][CH2:33][CH2:32][C@@H:31]([NH:35][C:36]([N:38]3[CH2:42][CH2:41][CH2:40][CH2:39]3)=[O:37])[CH2:30]2)=[N:4][C:5]([C:8]2[C:16]3[C:11](=[N:12][CH:13]=[C:14]([F:17])[CH:15]=3)[NH:10][CH:9]=2)=[N:6][CH:7]=1. The catalyst class is: 1. (4) Reactant: [OH:1][C:2]1[CH:7]=[CH:6][C:5]([NH:8][C:9]2[CH:14]=[CH:13][CH:12]=[CH:11][CH:10]=2)=[CH:4][CH:3]=1.[CH3:15][C:16]1[O:20][C:19]([C:21]2[CH:26]=[CH:25][CH:24]=[CH:23][CH:22]=2)=[N:18][C:17]=1[CH2:27][CH2:28]O.C1(P(C2C=CC=CC=2)C2C=CC=CC=2)C=CC=CC=1.N(C(OC(C)C)=O)=NC(OC(C)C)=O. The catalyst class is: 1. Product: [CH3:15][C:16]1[O:20][C:19]([C:21]2[CH:22]=[CH:23][CH:24]=[CH:25][CH:26]=2)=[N:18][C:17]=1[CH2:27][CH2:28][O:1][C:2]1[CH:3]=[CH:4][C:5]([NH:8][C:9]2[CH:14]=[CH:13][CH:12]=[CH:11][CH:10]=2)=[CH:6][CH:7]=1. (5) Reactant: Cl.C(OCC)(=O)C.[F:8][CH:9]([F:29])[CH2:10][O:11][CH:12]1[C:17]([O:20][CH3:21])([O:18][CH3:19])[CH2:16][CH2:15][N:14]([C:22](OC(C)(C)C)=[O:23])[CH2:13]1.C(NC(C)C)(C)C.[F:37][C:38]([F:49])([F:48])C(OC(=O)[C:38]([F:49])([F:48])[F:37])=O. Product: [F:8][CH:9]([F:29])[CH2:10][O:11][CH:12]1[C:17]([O:20][CH3:21])([O:18][CH3:19])[CH2:16][CH2:15][N:14]([C:22](=[O:23])[C:38]([F:49])([F:48])[F:37])[CH2:13]1. The catalyst class is: 4. (6) Reactant: C1N(CCO)CCN(CCS(O)(=O)=O)C1.[OH-].[Na+].CC1C(O)=C(C=O)C(COP(O)(O)=O)=CN=1.[CH2:34]1[CH2:41][C@H:40]([NH2:42])[C:38](=[O:39])[NH:37][CH2:36][CH2:35]1.OP(O)(O)=O. Product: [CH2:34]1[CH2:41][C@@H:40]([NH2:42])[C:38](=[O:39])[NH:37][CH2:36][CH2:35]1.[CH2:34]1[CH2:41][C@H:40]([NH2:42])[C:38](=[O:39])[NH:37][CH2:36][CH2:35]1. The catalyst class is: 11.